Dataset: Catalyst prediction with 721,799 reactions and 888 catalyst types from USPTO. Task: Predict which catalyst facilitates the given reaction. Reactant: [Cl:1][C:2]1[CH:10]=[CH:9][C:8]2[NH:7][C:6]3[CH2:11][CH:12]([CH3:16])[N:13]([CH3:15])[CH2:14][C:5]=3[C:4]=2[CH:3]=1.N1CCC[C@H]1C(O)=O.P([O-])([O-])([O-])=O.[K+].[K+].[K+].Br[CH:34]=[C:35]([C:37]1[CH:38]=[CH:39][C:40]([CH3:43])=[N:41][CH:42]=1)[CH3:36]. Product: [Cl:1][C:2]1[CH:10]=[CH:9][C:8]2[N:7](/[CH:34]=[C:35](/[C:37]3[CH:42]=[N:41][C:40]([CH3:43])=[CH:39][CH:38]=3)\[CH3:36])[C:6]3[CH2:11][CH:12]([CH3:16])[N:13]([CH3:15])[CH2:14][C:5]=3[C:4]=2[CH:3]=1. The catalyst class is: 122.